From a dataset of Full USPTO retrosynthesis dataset with 1.9M reactions from patents (1976-2016). Predict the reactants needed to synthesize the given product. (1) Given the product [Cl:12][C:13]1[S:17][C:16]([S:18]([NH:11][C:4]2[C:3]([O:2][CH3:1])=[N:8][C:7]([CH3:9])=[C:6]([CH3:10])[N:5]=2)(=[O:20])=[O:19])=[CH:15][CH:14]=1, predict the reactants needed to synthesize it. The reactants are: [CH3:1][O:2][C:3]1[C:4]([NH2:11])=[N:5][C:6]([CH3:10])=[C:7]([CH3:9])[N:8]=1.[Cl:12][C:13]1[S:17][C:16]([S:18](Cl)(=[O:20])=[O:19])=[CH:15][CH:14]=1. (2) Given the product [NH2:5][CH2:4][C:3]1[C:2]([OH:1])=[N:9][C:8]([C:10]([F:11])([F:12])[F:13])=[CH:7][C:6]=1[CH3:14], predict the reactants needed to synthesize it. The reactants are: [OH:1][C:2]1[N:9]=[C:8]([C:10]([F:13])([F:12])[F:11])[CH:7]=[C:6]([CH3:14])[C:3]=1[C:4]#[N:5].[H-].[Al+3].[Li+].[H-].[H-].[H-]. (3) Given the product [OH:14][C@H:11]1[CH2:12][CH2:13][N:9]([C:7]2[S:8][C:4]3[CH:3]=[C:2]([C:22]4[CH:23]=[CH:24][C:19]([C:17]#[N:18])=[CH:20][CH:21]=4)[CH:16]=[CH:15][C:5]=3[N:6]=2)[CH2:10]1, predict the reactants needed to synthesize it. The reactants are: Cl[C:2]1[CH:16]=[CH:15][C:5]2[N:6]=[C:7]([N:9]3[CH2:13][CH2:12][C@H:11]([OH:14])[CH2:10]3)[S:8][C:4]=2[CH:3]=1.[C:17]([C:19]1[CH:24]=[CH:23][C:22](B(O)O)=[CH:21][CH:20]=1)#[N:18].C1(P(C2CCCCC2)C2C=CC=CC=2C2C(OC)=CC=CC=2OC)CCCCC1.P([O-])([O-])([O-])=O.[K+].[K+].[K+]. (4) Given the product [N:19]1([C:25]2[C:33]3[C:28](=[CH:29][CH:30]=[CH:31][CH:32]=3)[NH:27][CH:26]=2)[CH2:20][CH2:21][O:22][CH2:23][CH2:24]1, predict the reactants needed to synthesize it. The reactants are: [F-].C([N+](CCCC)(CCCC)CCCC)CCC.[N:19]1([C:25]2[C:33]3[C:28](=[CH:29][CH:30]=[CH:31][CH:32]=3)[N:27]([Si](C(C)C)(C(C)C)C(C)C)[CH:26]=2)[CH2:24][CH2:23][O:22][CH2:21][CH2:20]1. (5) Given the product [N:1]1([C:5]([C:7]2[O:11][C:10]([S:12]([NH2:15])(=[O:14])=[O:13])=[CH:9][CH:8]=2)=[O:6])[CH2:4][CH2:3][CH2:2]1, predict the reactants needed to synthesize it. The reactants are: [N:1]1([C:5]([C:7]2[O:11][C:10]([S:12]([NH:15]C(C)(C)C)(=[O:14])=[O:13])=[CH:9][CH:8]=2)=[O:6])[CH2:4][CH2:3][CH2:2]1. (6) Given the product [Cl:1][C:2]1[CH:7]=[CH:6][CH:5]=[C:4]([F:8])[C:3]=1[C:9]1[S:10][CH:11]=[C:12]([CH:14]=[O:15])[N:13]=1, predict the reactants needed to synthesize it. The reactants are: [Cl:1][C:2]1[CH:7]=[CH:6][CH:5]=[C:4]([F:8])[C:3]=1[C:9]1[S:10][CH:11]=[C:12]([CH2:14][OH:15])[N:13]=1.I(C1C=CC=CC=1C(O)=O)(=O)=O. (7) Given the product [CH2:29]([N:31]([CH2:32][CH3:33])[C:10]1[C:9]2[C:14](=[CH:15][CH:16]=[C:7]([C:2]3[CH:3]=[CH:4][CH:5]=[CH:6][C:1]=3[CH3:28])[CH:8]=2)[N:13]=[C:12]([N:17]2[CH:21]=[C:20]([C:22]([OH:24])=[O:23])[CH:19]=[N:18]2)[N:11]=1)[CH3:30], predict the reactants needed to synthesize it. The reactants are: [C:1]1([CH3:28])[CH:6]=[CH:5][CH:4]=[CH:3][C:2]=1[C:7]1[CH:8]=[C:9]2[C:14](=[CH:15][CH:16]=1)[N:13]=[C:12]([N:17]1[CH:21]=[C:20]([C:22]([O:24]CC)=[O:23])[CH:19]=[N:18]1)[NH:11][C:10]2=O.[CH2:29]([NH:31][CH2:32][CH3:33])[CH3:30].